Dataset: Forward reaction prediction with 1.9M reactions from USPTO patents (1976-2016). Task: Predict the product of the given reaction. (1) Given the reactants [C:9](O[C:9]([O:11][C:12]([CH3:15])([CH3:14])[CH3:13])=[O:10])([O:11][C:12]([CH3:15])([CH3:14])[CH3:13])=[O:10].[CH2:16]([O:23][C:24]([N:26]1[CH2:31][CH2:30][CH:29]([CH2:32][NH:33][CH:34]2[CH2:36][CH2:35]2)[CH2:28][CH2:27]1)=[O:25])[C:17]1[CH:22]=[CH:21][CH:20]=[CH:19][CH:18]=1, predict the reaction product. The product is: [CH2:16]([O:23][C:24]([N:26]1[CH2:31][CH2:30][CH:29]([CH2:32][N:33]([C:9]([O:11][C:12]([CH3:13])([CH3:14])[CH3:15])=[O:10])[CH:34]2[CH2:36][CH2:35]2)[CH2:28][CH2:27]1)=[O:25])[C:17]1[CH:22]=[CH:21][CH:20]=[CH:19][CH:18]=1. (2) Given the reactants [Cl:1][C:2]1[CH:9]=[C:8](B2OC(C)(C)C(C)(C)O2)[CH:7]=[CH:6][C:3]=1[C:4]#[N:5].Br[C:20]1[CH:27]=[N:26][CH:25]=[C:24]([F:28])[C:21]=1[CH:22]=[O:23].C([O-])([O-])=O.[Na+].[Na+], predict the reaction product. The product is: [Cl:1][C:2]1[CH:9]=[C:8]([C:20]2[CH:27]=[N:26][CH:25]=[C:24]([F:28])[C:21]=2[CH:22]=[O:23])[CH:7]=[CH:6][C:3]=1[C:4]#[N:5]. (3) Given the reactants [O:1]1[CH2:6][CH2:5][CH:4]([CH2:7][CH2:8][N:9]2[C:13]3=[N:14][C:15]([Sn](C)(C)C)=[CH:16][N:17]=[C:12]3[NH:11][C:10]2=[O:22])[CH2:3][CH2:2]1.BrC1N=C2[N:30]([CH2:34][CH2:35][CH:36]3[CH2:41][CH2:40]OCC3)[C:31](=[O:33])NC2=NC=1.C[Sn](C)C.C[Sn](C)C.O1CCO[CH2:52][CH2:51]1.[C:56](OCC)(=O)[CH3:57], predict the reaction product. The product is: [O:33]=[C:31]1[NH:30][CH:34]([C:35]2[CH:36]=[CH:41][C:40]([C:15]3[N:14]=[C:13]4[N:9]([CH2:8][CH2:7][CH:4]5[CH2:5][CH2:6][O:1][CH2:2][CH2:3]5)[C:10](=[O:22])[NH:11][C:12]4=[N:17][CH:16]=3)=[CH:52][CH:51]=2)[CH2:57][CH2:56]1. (4) Given the reactants C([C:3]([N:9]=[N:10][C:11]1[CH:16]=[CH:15][CH:14]=[CH:13][CH:12]=1)([CH2:6][C:7]#[N:8])[C:4]#[N:5])C.C(=O)([O-])[O-].[K+].[K+], predict the reaction product. The product is: [NH2:8][C:7]1[N:10]([C:11]2[CH:16]=[CH:15][CH:14]=[CH:13][CH:12]=2)[N:9]=[C:3]([C:4]#[N:5])[CH:6]=1. (5) Given the reactants Cl.O1CCOCC1.C(OC([N:15]1[CH2:20][CH2:19][CH:18]([N:21]2[CH:25]=[C:24]([Br:26])[CH:23]=[N:22]2)[CH2:17][CH2:16]1)=O)(C)(C)C, predict the reaction product. The product is: [Br:26][C:24]1[CH:23]=[N:22][N:21]([CH:18]2[CH2:19][CH2:20][NH:15][CH2:16][CH2:17]2)[CH:25]=1. (6) Given the reactants [CH3:1][O:2][C:3]1[CH:19]=[CH:18][C:6]([CH2:7][O:8][C:9]2[CH:17]=[CH:16][C:12]([C:13]([OH:15])=[O:14])=[CH:11][CH:10]=2)=[CH:5][CH:4]=1.[OH-].C([N+](CCCC)(CCCC)CCCC)CCC.I[CH2:39][Cl:40], predict the reaction product. The product is: [CH3:1][O:2][C:3]1[CH:4]=[CH:5][C:6]([CH2:7][O:8][C:9]2[CH:17]=[CH:16][C:12]([C:13]([O:15][CH2:39][Cl:40])=[O:14])=[CH:11][CH:10]=2)=[CH:18][CH:19]=1. (7) Given the reactants [NH:1]([C:3]1[CH:10]=[CH:9][C:6]([C:7]#[N:8])=[C:5]([NH:11][CH:12]2[CH2:17][CH2:16][O:15][CH2:14][CH2:13]2)[CH:4]=1)[NH2:2].C(O[C:21](=[C:23]([C:26]#[N:27])[C:24]#[N:25])[CH3:22])C, predict the reaction product. The product is: [NH2:27][C:26]1[N:1]([C:3]2[CH:10]=[CH:9][C:6]([C:7]#[N:8])=[C:5]([NH:11][CH:12]3[CH2:17][CH2:16][O:15][CH2:14][CH2:13]3)[CH:4]=2)[N:2]=[C:21]([CH3:22])[C:23]=1[C:24]#[N:25].